Dataset: Full USPTO retrosynthesis dataset with 1.9M reactions from patents (1976-2016). Task: Predict the reactants needed to synthesize the given product. The reactants are: [NH2:1][C:2]1[CH:3]=[C:4]([CH2:9][CH2:10][C:11]([O:13][CH3:14])=[O:12])[CH:5]=[CH:6][C:7]=1[NH2:8].[Cl:15][CH2:16][C:17](OC)(OC)OC. Given the product [Cl:15][CH2:16][C:17]1[NH:1][C:2]2[CH:3]=[C:4]([CH2:9][CH2:10][C:11]([O:13][CH3:14])=[O:12])[CH:5]=[CH:6][C:7]=2[N:8]=1, predict the reactants needed to synthesize it.